From a dataset of Peptide-MHC class I binding affinity with 185,985 pairs from IEDB/IMGT. Regression. Given a peptide amino acid sequence and an MHC pseudo amino acid sequence, predict their binding affinity value. This is MHC class I binding data. (1) The peptide sequence is FTLPVLTFV. The MHC is HLA-A02:01 with pseudo-sequence HLA-A02:01. The binding affinity (normalized) is 0.991. (2) The peptide sequence is APFARLLNL. The MHC is HLA-A68:02 with pseudo-sequence HLA-A68:02. The binding affinity (normalized) is 0.0847. (3) The peptide sequence is HSNVKELVF. The MHC is Mamu-B03 with pseudo-sequence Mamu-B03. The binding affinity (normalized) is 0. (4) The peptide sequence is AQISSEATTPV. The MHC is Patr-A0901 with pseudo-sequence Patr-A0901. The binding affinity (normalized) is 0.656. (5) The peptide sequence is MPYAAHDPI. The MHC is HLA-B15:42 with pseudo-sequence HLA-B15:42. The binding affinity (normalized) is 0.213. (6) The peptide sequence is GVSYEVFDDY. The MHC is HLA-A33:01 with pseudo-sequence HLA-A33:01. The binding affinity (normalized) is 0. (7) The peptide sequence is TPSGKRLQI. The MHC is HLA-A69:01 with pseudo-sequence HLA-A69:01. The binding affinity (normalized) is 0.0847. (8) The peptide sequence is DLTDYLMKI. The MHC is HLA-A68:02 with pseudo-sequence HLA-A68:02. The binding affinity (normalized) is 0.240. (9) The peptide sequence is KLEYLAPSY. The MHC is HLA-B35:01 with pseudo-sequence HLA-B35:01. The binding affinity (normalized) is 0.0847.